Task: Predict the reactants needed to synthesize the given product.. Dataset: Retrosynthesis with 50K atom-mapped reactions and 10 reaction types from USPTO (1) The reactants are: Cc1ccc(-c2ccc3c(c2)C=C(C(=O)Nc2ccc(-c4ccccn4)cc2)CCO3)cc1.O=S([O-])([O-])=S. Given the product Cc1ccc(-c2ccc3c(c2)C=C(C(=O)Nc2ccc(-c4cccc[n+]4[O-])cc2)CCO3)cc1, predict the reactants needed to synthesize it. (2) The reactants are: CC1=C(C)C(=O)C(C(=CCCCCC(=O)O)c2cccnc2)=C(C)C1=O. Given the product CC1=C(C)C(=O)C(C(CCCCCC(=O)O)c2cccnc2)=C(C)C1=O, predict the reactants needed to synthesize it. (3) Given the product COc1ccc(S(=O)(=O)N2C(=O)C(c3ccccc3OC)(N3CCCC[C@H]3C(=O)OCc3ccccc3)c3cc(Cl)ccc32)c(OC(F)(F)F)c1, predict the reactants needed to synthesize it. The reactants are: COc1ccc(S(=O)(=O)Cl)c(OC(F)(F)F)c1.COc1ccccc1C1(N2CCCC[C@H]2C(=O)OCc2ccccc2)C(=O)Nc2ccc(Cl)cc21. (4) Given the product COC(=O)[C@H](CCSC)NC(=O)c1ccc(C=Cc2cccnc2)cc1-c1ccccc1, predict the reactants needed to synthesize it. The reactants are: C=Cc1cccnc1.COC(=O)[C@H](CCSC)NC(=O)c1ccc(I)cc1-c1ccccc1. (5) Given the product C[C@@H](O)Cn1ccc2c1-c1cc(Br)ccc1C2, predict the reactants needed to synthesize it. The reactants are: C[C@@H](O)CN.O=CCC1Cc2ccc(Br)cc2C1=O. (6) Given the product CN1C2C=CC(O)=CC2C2CCC(NC(=O)OCc3ccccc3)C21, predict the reactants needed to synthesize it. The reactants are: CN1C2C=CC(O)=CC2C2CCC(N)C21.O=C(Cl)OCc1ccccc1. (7) Given the product COC(=O)[C@@H](CC(C)C)NC(=O)c1cc2cc(C)ccc2[nH]1, predict the reactants needed to synthesize it. The reactants are: COC(=O)[C@H](N)CC(C)C.Cc1ccc2[nH]c(C(=O)O)cc2c1. (8) Given the product CCOC(=O)c1cc(F)c(N2CCC(NC(=O)OC(C)(C)C)C2)cc1F, predict the reactants needed to synthesize it. The reactants are: CC(C)(C)OC(=O)NC1CCNC1.CCOC(=O)c1cc(F)c(F)cc1F. (9) Given the product CC1(C)NC(=O)N(S(=O)(=O)c2ccc3ccccc3c2)C1=O, predict the reactants needed to synthesize it. The reactants are: CC1(C)NC(=O)NC1=O.O=S(=O)(Cl)c1ccc2ccccc2c1. (10) Given the product COc1cc(O)c(C=O)cc1C, predict the reactants needed to synthesize it. The reactants are: COc1cc(OC)c(C=O)cc1C.